Predict the product of the given reaction. From a dataset of Forward reaction prediction with 1.9M reactions from USPTO patents (1976-2016). (1) Given the reactants [Br:1][C:2]1[C:3]([F:21])=[CH:4][C:5]([F:20])=[C:6]([C@:8]23[CH2:16][O:15][C@H:14]([CH2:17][F:18])[C@H:13]2[CH2:12][S:11][C:10]([NH2:19])=[N:9]3)[CH:7]=1.[O:22](C(OC(C)(C)C)=O)[C:23]([O:25][C:26]([CH3:29])([CH3:28])[CH3:27])=O.CCN(CC)CC, predict the reaction product. The product is: [Br:1][C:2]1[C:3]([F:21])=[CH:4][C:5]([F:20])=[C:6]([C@:8]23[CH2:16][O:15][C@H:14]([CH2:17][F:18])[C@H:13]2[CH2:12][S:11][C:10]([NH:19][C:23](=[O:22])[O:25][C:26]([CH3:29])([CH3:28])[CH3:27])=[N:9]3)[CH:7]=1. (2) Given the reactants [Cl:1][C:2]1[CH:3]=[C:4]2[C:9](=[C:10]([Cl:12])[CH:11]=1)[CH2:8][N:7]([CH3:13])[CH2:6][CH:5]2[C:14]1[CH:19]=[CH:18][C:17]([NH:20]C(=O)C)=[CH:16][CH:15]=1.C[O-].[Na+], predict the reaction product. The product is: [Cl:1][C:2]1[CH:3]=[C:4]2[C:9](=[C:10]([Cl:12])[CH:11]=1)[CH2:8][N:7]([CH3:13])[CH2:6][CH:5]2[C:14]1[CH:19]=[CH:18][C:17]([NH2:20])=[CH:16][CH:15]=1. (3) Given the reactants [C:1]([C:4]1[CH:5]=[N:6][CH:7]=[C:8]([Br:10])[CH:9]=1)(=[O:3])[CH3:2].[Br:11]Br, predict the reaction product. The product is: [Br:11][CH2:2][C:1]([C:4]1[CH:5]=[N:6][CH:7]=[C:8]([Br:10])[CH:9]=1)=[O:3]. (4) Given the reactants [CH3:1][O:2][C:3]1[N:8]=[C:7]([C:9](=[N:11][OH:12])[NH2:10])[CH:6]=[C:5]([C:13]([F:16])([F:15])[F:14])[N:4]=1.[C:17](N1C=CN=C1)(N1C=CN=C1)=[O:18].N12CCCN=C1CCCCC2.Cl, predict the reaction product. The product is: [CH3:1][O:2][C:3]1[N:8]=[C:7]([C:9]2[NH:11][O:12][C:17](=[O:18])[N:10]=2)[CH:6]=[C:5]([C:13]([F:14])([F:16])[F:15])[N:4]=1.